This data is from Reaction yield outcomes from USPTO patents with 853,638 reactions. The task is: Predict the reaction yield, written as a fraction of the theoretical maximum amount of product (1.0 means a 100% yield; for example, 0.34 means a 34% yield). (1) The reactants are [N+:1]([C:4]1[CH:5]=[C:6]2[C:10](=[CH:11][CH:12]=1)[NH:9][CH:8]=[CH:7]2)([O-:3])=[O:2].[CH3:13][C:14]1([CH3:22])[O:21][C:19](=[O:20])[CH2:18][C:16](=[O:17])[O:15]1.[CH2:23]=O. The catalyst is C(#N)C.N1CCC[C@H]1C(O)=O. The product is [N+:1]([C:4]1[CH:5]=[C:6]2[C:10](=[CH:11][CH:12]=1)[NH:9][CH:8]=[C:7]2[CH2:23][CH:18]1[C:19](=[O:20])[O:21][C:14]([CH3:22])([CH3:13])[O:15][C:16]1=[O:17])([O-:3])=[O:2]. The yield is 0.810. (2) The reactants are Br[CH2:2][C:3]1[C:4]([C:18]2[CH:23]=[CH:22][C:21]([F:24])=[CH:20][CH:19]=2)=[N:5][C:6]([N:12]([CH3:17])[S:13]([CH3:16])(=[O:15])=[O:14])=[N:7][C:8]=1[CH:9]([CH3:11])[CH3:10].C1(C)C=CC=CC=1.[C:32]1([PH2:38]([C:42]2[CH:47]=[CH:46][CH:45]=[CH:44][CH:43]=2)[O:39]CC)[CH:37]=[CH:36][CH:35]=[CH:34][CH:33]=1. The catalyst is O. The product is [C:32]1([P:38](=[O:39])([C:42]2[CH:47]=[CH:46][CH:45]=[CH:44][CH:43]=2)[CH2:2][C:3]2[C:4]([C:18]3[CH:23]=[CH:22][C:21]([F:24])=[CH:20][CH:19]=3)=[N:5][C:6]([N:12]([CH3:17])[S:13]([CH3:16])(=[O:15])=[O:14])=[N:7][C:8]=2[CH:9]([CH3:11])[CH3:10])[CH:33]=[CH:34][CH:35]=[CH:36][CH:37]=1. The yield is 0.730. (3) The reactants are [I-].[Na+].Br[CH2:4][CH2:5][CH2:6][O:7][C:8]1[CH:9]=[C:10]2[C:15](=[CH:16][C:17]=1[O:18][CH3:19])[C:14](=[O:20])[N:13]([CH2:21][CH2:22][CH2:23][N:24]1[CH2:29][CH2:28][O:27][CH2:26][CH2:25]1)[C:12]1[C:30]3[CH:31]=[C:32]4[O:40][CH2:39][O:38][C:33]4=[CH:34][C:35]=3[C:36](=[O:37])[C:11]2=1.[CH2:41]([NH2:43])[CH3:42]. The catalyst is O1CCOCC1.C(Cl)(Cl)Cl. The product is [CH2:41]([NH:43][CH2:4][CH2:5][CH2:6][O:7][C:8]1[CH:9]=[C:10]2[C:15](=[CH:16][C:17]=1[O:18][CH3:19])[C:14](=[O:20])[N:13]([CH2:21][CH2:22][CH2:23][N:24]1[CH2:29][CH2:28][O:27][CH2:26][CH2:25]1)[C:12]1[C:30]3[CH:31]=[C:32]4[O:40][CH2:39][O:38][C:33]4=[CH:34][C:35]=3[C:36](=[O:37])[C:11]2=1)[CH3:42]. The yield is 0.460.